This data is from Reaction yield outcomes from USPTO patents with 853,638 reactions. The task is: Predict the reaction yield, written as a fraction of the theoretical maximum amount of product (1.0 means a 100% yield; for example, 0.34 means a 34% yield). (1) The reactants are Cl[C:2]1[CH:7]=[CH:6][NH:5][C:4](=[O:8])[C:3]=1[C:9]1[NH:10][C:11]2[C:12]([N:28]=1)=[CH:13][C:14]1[CH2:15][N:16]([CH2:21][CH2:22][N:23]3[CH2:27][CH2:26][CH2:25][CH2:24]3)[C:17](=[O:20])[C:18]=1[CH:19]=2.[Br:29][C:30]1[CH:35]=[CH:34][C:33]([F:36])=[CH:32][C:31]=1[CH2:37][C@@H:38]([NH2:40])[CH3:39].CCN(C(C)C)C(C)C. The catalyst is CCO. The product is [Br:29][C:30]1[CH:35]=[CH:34][C:33]([F:36])=[CH:32][C:31]=1[CH2:37][C@@H:38]([NH:40][C:2]1[CH:7]=[CH:6][NH:5][C:4](=[O:8])[C:3]=1[C:9]1[NH:10][C:11]2[C:12]([N:28]=1)=[CH:13][C:14]1[CH2:15][N:16]([CH2:21][CH2:22][N:23]3[CH2:27][CH2:26][CH2:25][CH2:24]3)[C:17](=[O:20])[C:18]=1[CH:19]=2)[CH3:39]. The yield is 0.230. (2) The reactants are CC1C=C(C)C=C(C)C=1S([O-])(=O)=O.[NH2:14][N+:15]1[CH:20]=[CH:19][C:18]([O:21][CH3:22])=[CH:17][C:16]=1[O:23][CH2:24][C:25]1[C:30]([F:31])=[CH:29][CH:28]=[CH:27][C:26]=1[F:32].[C:33]([O:38][CH2:39][CH3:40])(=[O:37])[C:34]#[C:35][CH3:36].C(=O)([O-])[O-].[K+].[K+].O. The catalyst is CN(C)C=O. The product is [CH2:39]([O:38][C:33]([C:34]1[C:35]([CH3:36])=[N:14][N:15]2[C:16]([O:23][CH2:24][C:25]3[C:30]([F:31])=[CH:29][CH:28]=[CH:27][C:26]=3[F:32])=[CH:17][C:18]([O:21][CH3:22])=[CH:19][C:20]=12)=[O:37])[CH3:40]. The yield is 0.120. (3) The reactants are [I-].[Cl:2][C:3]1[CH:42]=[N:41][CH:40]=[C:39]([Cl:43])[C:4]=1[C:5]([NH:7][C:8]1[CH:13]=[CH:12][C:11]([CH2:14][C@H:15]([NH:21][C:22]2[C:25]3([CH2:30][CH2:29][CH2:28][CH2:27][CH2:26]3)[C:24](=[O:31])[C:23]=2[C:32]2[CH2:33][N:34]([CH3:38])[CH:35]=[CH:36][CH:37]=2)[C:16]([O:18][CH2:19][CH3:20])=[O:17])=[CH:10][CH:9]=1)=[O:6].[H][H]. The catalyst is CCO.[Pt](=O)=O. The product is [Cl:43][C:39]1[CH:40]=[N:41][CH:42]=[C:3]([Cl:2])[C:4]=1[C:5]([NH:7][C:8]1[CH:13]=[CH:12][C:11]([CH2:14][C@H:15]([NH:21][C:22]2[C:25]3([CH2:26][CH2:27][CH2:28][CH2:29][CH2:30]3)[C:24](=[O:31])[C:23]=2[CH:32]2[CH2:37][CH2:36][CH2:35][N:34]([CH3:38])[CH2:33]2)[C:16]([O:18][CH2:19][CH3:20])=[O:17])=[CH:10][CH:9]=1)=[O:6]. The yield is 1.00. (4) The product is [Cl:1][C:2]1[CH:3]=[C:4]2[C:9](=[CH:10][C:11]=1[Cl:12])[N:8]=[C:7]([O:13][CH3:14])[C:6]([NH:15][C:16]([N:32]1[CH2:31][CH2:30][N:29]([C:25]3[CH:26]=[CH:27][CH:28]=[C:23]([O:22][CH3:21])[CH:24]=3)[CH2:34][CH2:33]1)=[O:20])=[N:5]2. The catalyst is O1CCCC1. The reactants are [Cl:1][C:2]1[CH:3]=[C:4]2[C:9](=[CH:10][C:11]=1[Cl:12])[N:8]=[C:7]([O:13][CH3:14])[C:6]([NH:15][C:16](=[O:20])OCC)=[N:5]2.[CH3:21][O:22][C:23]1[CH:24]=[C:25]([N:29]2[CH2:34][CH2:33][NH:32][CH2:31][CH2:30]2)[CH:26]=[CH:27][CH:28]=1.C1CCN2C(=NCCC2)CC1. The yield is 0.660. (5) The reactants are [CH2:1]1[O:11][C:10]2[CH:9]=[CH:8][C:5]([CH2:6][OH:7])=[CH:4][C:3]=2[O:2]1.[I:12]I. The catalyst is C(Cl)(Cl)Cl. The product is [I:12][C:8]1[C:5]([CH2:6][OH:7])=[CH:4][C:3]2[O:2][CH2:1][O:11][C:10]=2[CH:9]=1. The yield is 0.560.